Predict the reaction yield, written as a fraction of the theoretical maximum amount of product (1.0 means a 100% yield; for example, 0.34 means a 34% yield). From a dataset of Reaction yield outcomes from USPTO patents with 853,638 reactions. (1) The reactants are [C:1]([C:5]1[CH:13]=[CH:12][C:11]([N+:14]([O-])=O)=[CH:10][C:6]=1[C:7]([O-:9])=[O:8])([CH3:4])([CH3:3])[CH3:2].[CH:17]([O-])=O.[K+]. The catalyst is CCO.O.[Pd]. The product is [C:1]([C:5]1[CH:13]=[CH:12][C:11]([NH2:14])=[CH:10][C:6]=1[C:7]([O:9][CH3:17])=[O:8])([CH3:4])([CH3:3])[CH3:2]. The yield is 0.950. (2) The reactants are [NH:1]1[CH2:5][CH:4]=[CH:3][CH2:2]1.C1COCC1.O.[C:12]([O:16][C:17](O[C:17]([O:16][C:12]([CH3:15])([CH3:14])[CH3:13])=[O:18])=[O:18])([CH3:15])([CH3:14])[CH3:13]. The catalyst is C(OCC)(=O)C. The product is [C:17]([N:1]1[CH2:5][CH:4]=[CH:3][CH2:2]1)([O:16][C:12]([CH3:15])([CH3:14])[CH3:13])=[O:18]. The yield is 1.00. (3) The catalyst is O1CCCC1.C(OCC)(=O)C. The yield is 0.940. The product is [Br:15][C:13]1[CH:12]=[CH:11][C:10]([F:16])=[C:9]([C:2]2([NH:1][C:41]([NH:40][C:32](=[O:39])[C:33]3[CH:34]=[CH:35][CH:36]=[CH:37][CH:38]=3)=[S:42])[CH:3]([CH2:7][OH:8])[CH2:4][O:5][CH2:6]2)[CH:14]=1. The reactants are [NH2:1][C:2]1([C:9]2[CH:14]=[C:13]([Br:15])[CH:12]=[CH:11][C:10]=2[F:16])[CH2:6][O:5][CH2:4][CH:3]1[CH2:7][OH:8].C[Si](N([Si](C)(C)C)C(=O)C(F)(F)F)(C)C.[C:32]([N:40]=[C:41]=[S:42])(=[O:39])[C:33]1[CH:38]=[CH:37][CH:36]=[CH:35][CH:34]=1. (4) The reactants are [Cl-].[Mg+2].[Cl-].[CH2:4]([O:6][C:7](=[O:21])[C:8](=O)[CH2:9][N:10]1[C:19]2[C:14](=[CH:15][CH:16]=[CH:17][CH:18]=2)[CH2:13][CH2:12][CH2:11]1)[CH3:5]. The catalyst is COCCO.O1CCCC1. The product is [CH2:4]([O:6][C:7]([C:8]1[C:18]2=[C:19]3[C:14](=[CH:15][CH:16]=[CH:17]2)[CH2:13][CH2:12][CH2:11][N:10]3[CH:9]=1)=[O:21])[CH3:5]. The yield is 0.480. (5) The catalyst is C1(C)C=CC=CC=1. The reactants are [H-].C([Al+]CC(C)C)C(C)C.[CH2:11]([O:18][C@@H:19]([C@@H:45]1[NH:50][C@@H:49]([CH3:51])[C:48](=[O:52])[O:47][CH2:46]1)[C@@H:20]([N:30]([CH2:38][C:39]1[CH:44]=[CH:43][CH:42]=[CH:41][CH:40]=1)[CH2:31][C:32]1[CH:37]=[CH:36][CH:35]=[CH:34][CH:33]=1)[CH2:21][C:22]1[CH:27]=[C:26]([F:28])[CH:25]=[C:24]([F:29])[CH:23]=1)[C:12]1[CH:17]=[CH:16][CH:15]=[CH:14][CH:13]=1. The yield is 0.990. The product is [CH2:11]([O:18][C@@H:19]([C@@H:45]1[NH:50][C@@H:49]([CH3:51])[CH:48]([OH:52])[O:47][CH2:46]1)[C@@H:20]([N:30]([CH2:31][C:32]1[CH:33]=[CH:34][CH:35]=[CH:36][CH:37]=1)[CH2:38][C:39]1[CH:44]=[CH:43][CH:42]=[CH:41][CH:40]=1)[CH2:21][C:22]1[CH:23]=[C:24]([F:29])[CH:25]=[C:26]([F:28])[CH:27]=1)[C:12]1[CH:13]=[CH:14][CH:15]=[CH:16][CH:17]=1. (6) The reactants are [Br:1][C:2]1[CH:7]=[CH:6][C:5]([S:8](Cl)(=[O:10])=[O:9])=[C:4]([Cl:12])[CH:3]=1.[NH3:13].C(OCC)(=O)C.O. The catalyst is C1COCC1. The product is [Br:1][C:2]1[CH:7]=[CH:6][C:5]([S:8]([NH2:13])(=[O:10])=[O:9])=[C:4]([Cl:12])[CH:3]=1. The yield is 0.900.